Dataset: Aqueous solubility values for 9,982 compounds from the AqSolDB database. Task: Regression/Classification. Given a drug SMILES string, predict its absorption, distribution, metabolism, or excretion properties. Task type varies by dataset: regression for continuous measurements (e.g., permeability, clearance, half-life) or binary classification for categorical outcomes (e.g., BBB penetration, CYP inhibition). For this dataset (solubility_aqsoldb), we predict Y. (1) The molecule is Nc1nc2[nH]c(=O)cnc2c(=O)[nH]1. The Y is -4.55 log mol/L. (2) The compound is CC(C)C1CCC(O)CC1. The Y is -2.07 log mol/L. (3) The compound is COc1cc2c(cc1OC)C13CCN4CC5=CCOC6CC(=O)N2C1C6C5CC43. The Y is -2.79 log mol/L. (4) The compound is Nc1cc(S(=O)(=O)O)ccc1O. The Y is -1.83 log mol/L. (5) The compound is C1=CC2C3C=CC(C3)C2C1.C=C(C)C.Cc1ccc(O)cc1. The Y is -6.17 log mol/L. (6) The molecule is CCCCC(CC)C(=O)[O-].[Mo]. The Y is -3.44 log mol/L. (7) The drug is COc1ncnc2nc[nH]c12. The Y is -1.53 log mol/L. (8) The molecule is O=C([O-])c1ccccc1-c1c2cc(Br)c(=O)c(Br)c-2oc2c(Br)c([O-])c(Br)cc12.[Na+].[Na+]. The Y is -0.840 log mol/L. (9) The compound is N#Cc1c[nH]cc1-c1cccc2c1OC(F)(F)O2. The Y is -5.14 log mol/L.